This data is from NCI-60 drug combinations with 297,098 pairs across 59 cell lines. The task is: Regression. Given two drug SMILES strings and cell line genomic features, predict the synergy score measuring deviation from expected non-interaction effect. (1) Drug 1: CC1=C(C(=O)C2=C(C1=O)N3CC4C(C3(C2COC(=O)N)OC)N4)N. Drug 2: CN1C(=O)N2C=NC(=C2N=N1)C(=O)N. Cell line: NCI-H460. Synergy scores: CSS=63.7, Synergy_ZIP=1.12, Synergy_Bliss=-0.590, Synergy_Loewe=-0.909, Synergy_HSA=2.49. (2) Drug 1: C1CC(=O)NC(=O)C1N2C(=O)C3=CC=CC=C3C2=O. Drug 2: C(CCl)NC(=O)N(CCCl)N=O. Cell line: CAKI-1. Synergy scores: CSS=7.50, Synergy_ZIP=-2.37, Synergy_Bliss=-1.45, Synergy_Loewe=-0.417, Synergy_HSA=0.399. (3) Drug 1: CN(CC1=CN=C2C(=N1)C(=NC(=N2)N)N)C3=CC=C(C=C3)C(=O)NC(CCC(=O)O)C(=O)O. Drug 2: CC1CCCC2(C(O2)CC(NC(=O)CC(C(C(=O)C(C1O)C)(C)C)O)C(=CC3=CSC(=N3)C)C)C. Cell line: A549. Synergy scores: CSS=53.1, Synergy_ZIP=-3.51, Synergy_Bliss=-7.68, Synergy_Loewe=-6.79, Synergy_HSA=-5.07.